From a dataset of Reaction yield outcomes from USPTO patents with 853,638 reactions. Predict the reaction yield, written as a fraction of the theoretical maximum amount of product (1.0 means a 100% yield; for example, 0.34 means a 34% yield). The reactants are B(Br)(Br)Br.C(Cl)Cl.C[O:9][C:10]1[CH:11]=[C:12]([CH:15]=[CH:16][C:17]=1[F:18])[CH:13]=[O:14].O. The catalyst is C(OCC)(=O)C. The product is [F:18][C:17]1[CH:16]=[CH:15][C:12]([CH:13]=[O:14])=[CH:11][C:10]=1[OH:9]. The yield is 0.790.